From a dataset of Full USPTO retrosynthesis dataset with 1.9M reactions from patents (1976-2016). Predict the reactants needed to synthesize the given product. (1) Given the product [Cl:22][C:23]1[CH:24]=[C:25]([CH:29]=[CH:30][CH:31]=1)[C:26]([NH:1][C:2]1[CH:11]=[CH:10][CH:9]=[C:8]2[C:3]=1[C:4](=[O:21])[N:5]([CH:13]1[CH2:18][CH2:17][C:16](=[O:19])[NH:15][C:14]1=[O:20])[C:6]([CH3:12])=[N:7]2)=[O:27], predict the reactants needed to synthesize it. The reactants are: [NH2:1][C:2]1[CH:11]=[CH:10][CH:9]=[C:8]2[C:3]=1[C:4](=[O:21])[N:5]([CH:13]1[CH2:18][CH2:17][C:16](=[O:19])[NH:15][C:14]1=[O:20])[C:6]([CH3:12])=[N:7]2.[Cl:22][C:23]1[CH:24]=[C:25]([CH:29]=[CH:30][CH:31]=1)[C:26](Cl)=[O:27]. (2) The reactants are: CO[C:3]([C:5]1[N:6]([CH3:25])[N:7]=[C:8]([O:10][CH2:11][C:12]2[C:13]([C:18]3[CH:23]=[CH:22][C:21]([F:24])=[CH:20][N:19]=3)=[N:14][O:15][C:16]=2[CH3:17])[CH:9]=1)=[O:4].C[O:27][C:28]([C:30]1[NH:31]N=C(OCC2C(C3C=CC=CC=3)=NOC=2C)C=1)=O. Given the product [OH:27][CH2:28][CH2:30][NH:31][C:3]([C:5]1[N:6]([CH3:25])[N:7]=[C:8]([O:10][CH2:11][C:12]2[C:13]([C:18]3[CH:23]=[CH:22][C:21]([F:24])=[CH:20][N:19]=3)=[N:14][O:15][C:16]=2[CH3:17])[CH:9]=1)=[O:4], predict the reactants needed to synthesize it. (3) Given the product [CH2:28]([O:27][C:25](=[O:26])[CH2:24][CH2:23][CH2:22][CH2:21][O:1][C:2]1[CH:11]=[CH:10][C:9]2[C:4](=[CH:5][CH:6]=[C:7]([CH:12]=[O:13])[CH:8]=2)[CH:3]=1)[CH3:29], predict the reactants needed to synthesize it. The reactants are: [OH:1][C:2]1[CH:3]=[C:4]2[C:9](=[CH:10][CH:11]=1)[CH:8]=[C:7]([CH:12]=[O:13])[CH:6]=[CH:5]2.C([O-])([O-])=O.[K+].[K+].Br[CH2:21][CH2:22][CH2:23][CH2:24][C:25]([O:27][CH2:28][CH3:29])=[O:26]. (4) Given the product [CH2:15]([CH:14]([C:37]([OH:39])=[O:38])[C:13]([OH:25])=[O:24])[CH2:16][CH2:17][CH2:18][CH2:19][CH2:20][CH2:21][CH:22]=[CH2:23], predict the reactants needed to synthesize it. The reactants are: C(NC(C)C)(C)C.C([Li])CCC.[C:13]([OH:25])(=[O:24])[CH:14]=[CH:15][CH2:16][CH2:17][CH2:18][CH2:19][CH2:20][CH2:21][CH2:22][CH3:23].CN(P(N(C)C)(N(C)C)=O)C.[C:37](=[O:39])=[O:38]. (5) The reactants are: [CH2:1]([N:8]1[CH2:13][CH2:12][N:11]([C:14]([C:16]2[CH:20]=[C:19]([CH3:21])[N:18]([C:22]3[CH:27]=[CH:26][CH:25]=[CH:24][CH:23]=3)[C:17]=2[C:28]2[CH:33]=[CH:32][CH:31]=[CH:30][CH:29]=2)=[O:15])[CH:10]([CH2:34][C:35]2[CH:45]=[CH:44][C:38]([O:39][CH2:40][C:41](O)=[O:42])=[CH:37][CH:36]=2)[CH2:9]1)[C:2]1[CH:7]=[CH:6][CH:5]=[CH:4][CH:3]=1.[CH3:46][S:47]([NH2:50])(=[O:49])=[O:48].C1CCN2C(=NCCC2)CC1.O. Given the product [CH2:1]([N:8]1[CH2:13][CH2:12][N:11]([C:14]([C:16]2[CH:20]=[C:19]([CH3:21])[N:18]([C:22]3[CH:27]=[CH:26][CH:25]=[CH:24][CH:23]=3)[C:17]=2[C:28]2[CH:29]=[CH:30][CH:31]=[CH:32][CH:33]=2)=[O:15])[C@H:10]([CH2:34][C:35]2[CH:36]=[CH:37][C:38]([O:39][CH2:40][C:41]([NH:50][S:47]([CH3:46])(=[O:49])=[O:48])=[O:42])=[CH:44][CH:45]=2)[CH2:9]1)[C:2]1[CH:3]=[CH:4][CH:5]=[CH:6][CH:7]=1, predict the reactants needed to synthesize it. (6) Given the product [NH2:1][C:2]1[C:3]2[C:10]([C:11]3[CH:16]=[CH:15][C:14]([O:42][C:24]4[CH:31]=[CH:30][CH:29]=[C:28]([NH:32][CH2:33][CH2:34][CH2:35][N:36]5[CH:40]=[CH:39][N:38]=[CH:37]5)[C:25]=4[C:26]#[N:27])=[CH:13][CH:12]=3)=[CH:9][N:8]([CH:18]3[CH2:22][CH2:21][O:20][CH2:19]3)[C:4]=2[N:5]=[CH:6][N:7]=1, predict the reactants needed to synthesize it. The reactants are: [NH2:1][C:2]1[C:3]2[C:10]([C:11]3[CH:16]=[CH:15][CH:14]=[CH:13][C:12]=3O)=[CH:9][N:8]([CH:18]3[CH2:22][CH2:21][O:20][CH2:19]3)[C:4]=2[N:5]=[CH:6][N:7]=1.F[C:24]1[CH:31]=[CH:30][CH:29]=[C:28]([NH:32][CH2:33][CH2:34][CH2:35][N:36]2[CH:40]=[CH:39][N:38]=[CH:37]2)[C:25]=1[C:26]#[N:27].C(=O)([O-])[O-:42].[K+].[K+]. (7) Given the product [Br:1][C:2]1[C:3]([N:12]2[CH2:17][CH2:16][N:15]([CH2:18][C:19]3[CH:24]=[CH:23][N:22]=[CH:21][CH:20]=3)[CH2:14][CH2:13]2)=[C:4]2[N:9]=[C:38]([C:37]3[CH:40]=[CH:41][C:34]([O:33][CH2:32][CH2:31][N:25]4[CH2:30][CH2:29][O:28][CH2:27][CH2:26]4)=[CH:35][CH:36]=3)[NH:8][C:5]2=[N:6][CH:7]=1, predict the reactants needed to synthesize it. The reactants are: [Br:1][C:2]1[C:3]([N:12]2[CH2:17][CH2:16][N:15]([CH2:18][C:19]3[CH:24]=[CH:23][N:22]=[CH:21][CH:20]=3)[CH2:14][CH2:13]2)=[C:4]([N+:9]([O-])=O)[C:5]([NH2:8])=[N:6][CH:7]=1.[N:25]1([CH2:31][CH2:32][O:33][C:34]2[CH:41]=[CH:40][C:37]([CH:38]=O)=[CH:36][CH:35]=2)[CH2:30][CH2:29][O:28][CH2:27][CH2:26]1.[O-]S(S([O-])=O)=O.[Na+].[Na+]. (8) Given the product [CH3:3][O:4][CH2:5][C:6]1[S:7][C:8]([CH2:11][N:12]2[N:16]=[C:15]([NH2:17])[CH:14]=[N:13]2)=[CH:9][N:10]=1, predict the reactants needed to synthesize it. The reactants are: N#N.[CH3:3][O:4][CH2:5][C:6]1[S:7][C:8]([CH2:11][N:12]2[N:16]=[C:15]([N+:17]([O-])=O)[CH:14]=[N:13]2)=[CH:9][N:10]=1.[NH4+].[Cl-].